The task is: Regression. Given two drug SMILES strings and cell line genomic features, predict the synergy score measuring deviation from expected non-interaction effect.. This data is from NCI-60 drug combinations with 297,098 pairs across 59 cell lines. (1) Drug 1: CCN(CC)CCNC(=O)C1=C(NC(=C1C)C=C2C3=C(C=CC(=C3)F)NC2=O)C. Drug 2: CCC1=C2N=C(C=C(N2N=C1)NCC3=C[N+](=CC=C3)[O-])N4CCCCC4CCO. Cell line: OVCAR3. Synergy scores: CSS=48.6, Synergy_ZIP=4.96, Synergy_Bliss=6.86, Synergy_Loewe=-9.27, Synergy_HSA=6.45. (2) Drug 1: C1CCN(CC1)CCOC2=CC=C(C=C2)C(=O)C3=C(SC4=C3C=CC(=C4)O)C5=CC=C(C=C5)O. Drug 2: CCC(=C(C1=CC=CC=C1)C2=CC=C(C=C2)OCCN(C)C)C3=CC=CC=C3.C(C(=O)O)C(CC(=O)O)(C(=O)O)O. Cell line: MDA-MB-231. Synergy scores: CSS=2.75, Synergy_ZIP=-0.904, Synergy_Bliss=-0.562, Synergy_Loewe=0.316, Synergy_HSA=-0.545. (3) Drug 1: CC(C)NC(=O)C1=CC=C(C=C1)CNNC.Cl. Drug 2: C1CN(P(=O)(OC1)NCCCl)CCCl. Cell line: UACC-257. Synergy scores: CSS=-1.43, Synergy_ZIP=3.45, Synergy_Bliss=4.70, Synergy_Loewe=0.710, Synergy_HSA=1.09.